This data is from Forward reaction prediction with 1.9M reactions from USPTO patents (1976-2016). The task is: Predict the product of the given reaction. (1) Given the reactants [OH:1][C:2]1[CH:7]=[CH:6][C:5]([CH:8]=[CH:9][C:10](=[O:15])[CH2:11][C:12](=[O:14])[CH3:13])=[CH:4][C:3]=1[O:16][CH3:17].B(OB=O)=O.[CH2:23]([N:25]([CH2:38][CH3:39])[C:26]1[CH:33]=[CH:32][C:29]([CH:30]=O)=[C:28]([O:34][CH2:35][O:36][CH3:37])[CH:27]=1)[CH3:24].B(OCCCC)(OCCCC)OCCCC.C(N)CCC, predict the reaction product. The product is: [CH2:38]([N:25]([CH2:23][CH3:24])[C:26]1[CH:33]=[CH:32][C:29](/[CH:30]=[CH:13]/[C:12](=[O:14])[CH2:11][C:10](=[O:15])/[CH:9]=[CH:8]/[C:5]2[CH:6]=[CH:7][C:2]([OH:1])=[C:3]([O:16][CH3:17])[CH:4]=2)=[C:28]([O:34][CH2:35][O:36][CH3:37])[CH:27]=1)[CH3:39]. (2) Given the reactants CS([Cl:5])(=O)=O.[CH:6]([C:9]1[O:13][C:12]([C:14]2[CH:19]=[CH:18][CH:17]=[C:16]([O:20][CH3:21])[CH:15]=2)=[N+:11]([O-])[C:10]=1[CH3:23])([CH3:8])[CH3:7].COC(C)(C)C.[OH-].[Na+], predict the reaction product. The product is: [Cl:5][CH2:23][C:10]1[N:11]=[C:12]([C:14]2[CH:19]=[CH:18][CH:17]=[C:16]([O:20][CH3:21])[CH:15]=2)[O:13][C:9]=1[CH:6]([CH3:8])[CH3:7].